From a dataset of Forward reaction prediction with 1.9M reactions from USPTO patents (1976-2016). Predict the product of the given reaction. (1) Given the reactants [CH2:12]([Sn]([CH2:12][CH2:13][CH2:14][CH3:15])([CH2:12][CH2:13][CH2:14][CH3:15])C=C)[CH2:13][CH2:14][CH3:15].[Cl:16][C:17]1[N:18]=[N:19]C(Cl)=[CH:21][C:22]=1C.[F-].[K+].CC(OC)(C)C, predict the reaction product. The product is: [Cl:16][C:17]1[N:18]=[N:19][C:13]([CH:14]=[CH2:15])=[CH:12][C:22]=1[CH3:21]. (2) Given the reactants [H-].[H-].[H-].[H-].[Li+].[Al+3].C(O[C:12](=O)[NH:13][CH:14]1[CH2:19][CH2:18][N:17]([CH2:20][C:21]2[CH:26]=[CH:25][CH:24]=[CH:23][CH:22]=2)[CH2:16][CH2:15]1)(C)(C)C.O.[OH-].[Na+], predict the reaction product. The product is: [CH2:20]([N:17]1[CH2:18][CH2:19][CH:14]([NH:13][CH3:12])[CH2:15][CH2:16]1)[C:21]1[CH:22]=[CH:23][CH:24]=[CH:25][CH:26]=1. (3) Given the reactants [Cl:1][C:2]1[CH:7]=[CH:6][C:5]([C:8]2[N:12]([CH2:13][CH:14]=C)[C:11](=[O:16])[N:10]([CH2:17][C:18]([O:20][CH3:21])=[O:19])[N:9]=2)=[CH:4][CH:3]=1.O.I([O-])(=O)(=O)=[O:24].[Na+], predict the reaction product. The product is: [Cl:1][C:2]1[CH:7]=[CH:6][C:5]([C:8]2[N:12]([CH2:13][CH:14]=[O:24])[C:11](=[O:16])[N:10]([CH2:17][C:18]([O:20][CH3:21])=[O:19])[N:9]=2)=[CH:4][CH:3]=1. (4) The product is: [C:19]([NH:18][C:14]1[CH:13]=[C:12]([C:9]2[CH:10]=[N:11][C:5]3[C:4]([N:22]4[CH2:27][CH2:26][O:25][CH2:24][CH2:23]4)=[N:3][C:2]([C:39]4[CH:40]=[N:41][C:36]([NH:35][C:33](=[O:34])[O:32][C:28]([CH3:30])([CH3:29])[CH3:31])=[N:37][CH:38]=4)=[N:7][C:6]=3[CH:8]=2)[CH:17]=[CH:16][CH:15]=1)(=[O:21])[CH3:20]. Given the reactants Cl[C:2]1[N:3]=[C:4]([N:22]2[CH2:27][CH2:26][O:25][CH2:24][CH2:23]2)[C:5]2[N:11]=[CH:10][C:9]([C:12]3[CH:13]=[C:14]([NH:18][C:19](=[O:21])[CH3:20])[CH:15]=[CH:16][CH:17]=3)=[CH:8][C:6]=2[N:7]=1.[C:28]([O:32][C:33]([NH:35][C:36]1[N:41]=[CH:40][C:39](B(O)O)=[CH:38][N:37]=1)=[O:34])([CH3:31])([CH3:30])[CH3:29].P([O-])([O-])([O-])=O.[K+].[K+].[K+].CN(C=O)C, predict the reaction product. (5) Given the reactants [F:1][C:2]([F:36])([F:35])[C:3]1[CH:8]=[C:7]([C:9]2[CH:10]=[N:11][C:12]([C:15]([F:18])([F:17])[F:16])=[CH:13][CH:14]=2)[N:6]=[C:5]([C:19]2[CH:24]=[CH:23][N:22]=[C:21]([C:25]3[CH:26]=[C:27]([S:31]([NH2:34])(=[O:33])=[O:32])[CH:28]=[CH:29][CH:30]=3)[CH:20]=2)[N:4]=1.[C:37](O[C:37](=[O:40])[CH2:38][CH3:39])(=[O:40])[CH2:38][CH3:39], predict the reaction product. The product is: [C:37]([NH:34][S:31]([C:27]1[CH:28]=[CH:29][CH:30]=[C:25]([C:21]2[CH:20]=[C:19]([C:5]3[N:4]=[C:3]([C:2]([F:1])([F:35])[F:36])[CH:8]=[C:7]([C:9]4[CH:10]=[N:11][C:12]([C:15]([F:18])([F:17])[F:16])=[CH:13][CH:14]=4)[N:6]=3)[CH:24]=[CH:23][N:22]=2)[CH:26]=1)(=[O:33])=[O:32])(=[O:40])[CH2:38][CH3:39]. (6) Given the reactants [S:1](=[O:5])(=[O:4])([OH:3])[OH:2].[CH3:6][C:7]([C@H:10]([NH:52][C:53]([O:55][CH3:56])=[O:54])[C:11]([NH:13][C@H:14]([C@@H:22]([OH:51])[CH2:23][N:24]([NH:38][C:39]([C@@H:41]([NH:46][C:47]([O:49][CH3:50])=[O:48])[C:42]([CH3:45])([CH3:44])[CH3:43])=[O:40])[CH2:25][C:26]1[CH:31]=[CH:30][C:29]([C:32]2[N:37]=[CH:36][CH:35]=[CH:34][CH:33]=2)=[CH:28][CH:27]=1)[CH2:15][C:16]1[CH:21]=[CH:20][CH:19]=[CH:18][CH:17]=1)=[O:12])([CH3:9])[CH3:8].CCO, predict the reaction product. The product is: [CH3:9][C:7]([C@H:10]([NH:52][C:53]([O:55][CH3:56])=[O:54])[C:11]([NH:13][C@H:14]([C@@H:22]([OH:51])[CH2:23][N:24]([NH:38][C:39]([C@@H:41]([NH:46][C:47]([O:49][CH3:50])=[O:48])[C:42]([CH3:43])([CH3:44])[CH3:45])=[O:40])[CH2:25][C:26]1[CH:27]=[CH:28][C:29]([C:32]2[CH:33]=[CH:34][CH:35]=[CH:36][N:37]=2)=[CH:30][CH:31]=1)[CH2:15][C:16]1[CH:21]=[CH:20][CH:19]=[CH:18][CH:17]=1)=[O:12])([CH3:6])[CH3:8].[OH:4][S:1]([OH:5])(=[O:3])=[O:2]. (7) The product is: [C:1]([C:3]1[CH:4]=[CH:5][C:6]([OH:11])=[C:7]([CH:10]=1)[CH:8]=[CH:31][CH:32]=[O:33])#[N:2]. Given the reactants [C:1]([C:3]1[CH:4]=[CH:5][C:6]([OH:11])=[C:7]([CH:10]=1)[CH:8]=O)#[N:2].C1(P(=[CH:31][CH:32]=[O:33])(C2C=CC=CC=2)C2C=CC=CC=2)C=CC=CC=1, predict the reaction product.